From a dataset of Catalyst prediction with 721,799 reactions and 888 catalyst types from USPTO. Predict which catalyst facilitates the given reaction. (1) Reactant: C([O:3][C:4]1[C:9]([C:10]2[S:14][C:13]([CH2:15][NH:16][C:17]([C:19]3[NH:20][CH:21]=[C:22]([C:24](=[O:34])[C:25]4[C:30]([F:31])=[CH:29][C:28]([F:32])=[CH:27][C:26]=4[F:33])[CH:23]=3)=[O:18])=[N:12][N:11]=2)=[CH:8][CH:7]=[CH:6][N:5]=1)C.Cl. Product: [O:3]=[C:4]1[C:9]([C:10]2[S:14][C:13]([CH2:15][NH:16][C:17]([C:19]3[NH:20][CH:21]=[C:22]([C:24](=[O:34])[C:25]4[C:26]([F:33])=[CH:27][C:28]([F:32])=[CH:29][C:30]=4[F:31])[CH:23]=3)=[O:18])=[N:12][N:11]=2)=[CH:8][CH:7]=[CH:6][NH:5]1. The catalyst class is: 12. (2) Reactant: [OH:1]/[CH:2]=[C:3](/[CH2:8][C:9]1[C:17]2[C:12](=[CH:13][CH:14]=[CH:15][CH:16]=2)[N:11]([CH3:18])[CH:10]=1)\[C:4](OC)=O.[NH2:19][C:20]([NH2:22])=[S:21]. Product: [CH3:18][N:11]1[C:12]2[C:17](=[CH:16][CH:15]=[CH:14][CH:13]=2)[C:9]([CH2:8][C:3]2[C:2](=[O:1])[NH:19][C:20](=[S:21])[NH:22][CH:4]=2)=[CH:10]1. The catalyst class is: 5. (3) Reactant: [Br:1][C:2]1[CH:3]=[CH:4][C:5]2[C:11]3[S:12][C:13]([C:15](=[N:24][NH2:25])[NH:16][C:17]4[CH:22]=[CH:21][CH:20]=[CH:19][C:18]=4[Cl:23])=[CH:14][C:10]=3[CH2:9][CH2:8][O:7][C:6]=2[CH:26]=1.C1N=CN([C:32](N2C=NC=C2)=[O:33])C=1. Product: [Br:1][C:2]1[CH:3]=[CH:4][C:5]2[C:11]3[S:12][C:13]([C:15]4[N:16]([C:17]5[CH:22]=[CH:21][CH:20]=[CH:19][C:18]=5[Cl:23])[C:32](=[O:33])[NH:25][N:24]=4)=[CH:14][C:10]=3[CH2:9][CH2:8][O:7][C:6]=2[CH:26]=1. The catalyst class is: 20. (4) Reactant: [N+:1]([C:4]1[CH:11]=[CH:10][CH:9]=[CH:8][C:5]=1[CH2:6]Br)([O-:3])=[O:2].CN(C=O)C.[CH2:17]([S-:19])[CH3:18].[Na+]. Product: [CH2:17]([S:19][CH2:6][C:5]1[CH:8]=[CH:9][CH:10]=[CH:11][C:4]=1[N+:1]([O-:3])=[O:2])[CH3:18]. The catalyst class is: 6. (5) Reactant: [C:1]([CH:3]([CH:7]1[C:11]([Cl:12])=[C:10](Cl)C(=O)O1)[C:4]([NH2:6])=[O:5])#[N:2].Cl.[CH3:16][S:17]([C:20]1[CH:25]=[CH:24][C:23]([O:26][C:27]([F:30])([F:29])[F:28])=[CH:22][C:21]=1[CH2:31][NH2:32])(=[O:19])=[O:18].C(=O)([O-])[O-].[K+].[K+].[OH-].[Na+]. Product: [ClH:12].[Cl:12][C:11]1[CH:7]=[C:3]([C:4]([NH2:6])=[O:5])[C:1](=[NH:2])[N:32]([CH2:31][C:21]2[CH:22]=[C:23]([O:26][C:27]([F:30])([F:28])[F:29])[CH:24]=[CH:25][C:20]=2[S:17]([CH3:16])(=[O:19])=[O:18])[CH:10]=1. The catalyst class is: 8. (6) Reactant: [Cl:1][C:2]1[CH:7]=[CH:6][C:5]([C:8]([N:15]2[C:23]3[C:18](=[C:19]([NH:24][S:25]([CH3:28])(=[O:27])=[O:26])[CH:20]=[CH:21][CH:22]=3)[CH:17]=[CH:16]2)([CH2:13][CH3:14])[C:9]([O:11]C)=[O:10])=[CH:4][CH:3]=1.[Li+].[OH-].Cl. Product: [Cl:1][C:2]1[CH:7]=[CH:6][C:5]([C:8]([N:15]2[C:23]3[C:18](=[C:19]([NH:24][S:25]([CH3:28])(=[O:26])=[O:27])[CH:20]=[CH:21][CH:22]=3)[CH:17]=[CH:16]2)([CH2:13][CH3:14])[C:9]([OH:11])=[O:10])=[CH:4][CH:3]=1. The catalyst class is: 5.